Dataset: Full USPTO retrosynthesis dataset with 1.9M reactions from patents (1976-2016). Task: Predict the reactants needed to synthesize the given product. (1) Given the product [Br:1][C:2]1[CH:11]=[C:10]2[C:5]([C:6]([C:13](=[O:14])[CH2:15][Br:18])=[CH:7][C:8](=[O:12])[O:9]2)=[CH:4][CH:3]=1, predict the reactants needed to synthesize it. The reactants are: [Br:1][C:2]1[CH:11]=[C:10]2[C:5]([C:6]([C:13]([O:15]CC)=[CH2:14])=[CH:7][C:8](=[O:12])[O:9]2)=[CH:4][CH:3]=1.[Br:18]N1C(=O)CCC1=O.C1(C)C=CC=CC=1. (2) Given the product [NH2:1][C:2]1[N:6]([CH3:7])[C:5](=[O:8])[C:4]([C:16]2[CH:21]=[CH:20][C:19]([F:22])=[C:18]([C:25]3[CH:30]=[N:29][CH:28]=[C:27]([O:31][CH3:32])[CH:26]=3)[CH:17]=2)([C:9]2[CH:14]=[CH:13][C:12]([OH:15])=[CH:11][CH:10]=2)[N:3]=1, predict the reactants needed to synthesize it. The reactants are: [NH2:1][C:2]1[N:6]([CH3:7])[C:5](=[O:8])[C:4]([C:16]2[CH:21]=[CH:20][C:19]([F:22])=[C:18](Br)[CH:17]=2)([C:9]2[CH:14]=[CH:13][C:12]([OH:15])=[CH:11][CH:10]=2)[N:3]=1.Br[C:25]1[CH:26]=[C:27]([O:31][CH3:32])[CH:28]=[N:29][CH:30]=1. (3) Given the product [CH3:32][C:33]1[CH:60]=[C:59]([CH3:61])[CH:58]=[C:57]([CH3:62])[C:34]=1[C:35]([P:37]([CH2:38][CH2:39][C:40]1[CH:45]=[CH:44][CH:43]=[CH:42][N:41]=1)([C:46](=[O:56])[C:47]1[C:52]([CH3:53])=[CH:51][C:50]([CH3:54])=[CH:49][C:48]=1[CH3:55])=[O:10])=[O:36], predict the reactants needed to synthesize it. The reactants are: C1(C)C=C(C)C=C(C)C=1C(PC(C1C(C)=CC(C)=CC=1C)=O)=[O:10].C(C1C=CC=CN=1)=C.[CH3:32][C:33]1[CH:60]=[C:59]([CH3:61])[CH:58]=[C:57]([CH3:62])[C:34]=1[C:35]([P:37]([C:46](=[O:56])[C:47]1[C:52]([CH3:53])=[CH:51][C:50]([CH3:54])=[CH:49][C:48]=1[CH3:55])[CH2:38][CH2:39][C:40]1[CH:45]=[CH:44][CH:43]=[CH:42][N:41]=1)=[O:36].[NH4+].[Cl-].OO.